This data is from Full USPTO retrosynthesis dataset with 1.9M reactions from patents (1976-2016). The task is: Predict the reactants needed to synthesize the given product. Given the product [CH:2]([NH:4][C:18]([C:16]1[N:17]=[C:12]([CH2:11][C:6]2[CH:7]=[CH:8][CH:9]=[CH:10][C:5]=2[C:25]2[CH:30]=[CH:29][CH:28]=[CH:27][CH:26]=2)[N:13]([CH3:24])[C:14](=[O:23])[C:15]=1[OH:22])=[O:19])([CH3:3])[CH3:1], predict the reactants needed to synthesize it. The reactants are: [CH3:1][CH:2]([NH2:4])[CH3:3].[C:5]1([C:25]2[CH:30]=[CH:29][CH:28]=[CH:27][CH:26]=2)[CH:10]=[CH:9][CH:8]=[CH:7][C:6]=1[CH2:11][C:12]1[N:13]([CH3:24])[C:14](=[O:23])[C:15]([OH:22])=[C:16]([C:18](OC)=[O:19])[N:17]=1.